From a dataset of Peptide-MHC class II binding affinity with 134,281 pairs from IEDB. Regression. Given a peptide amino acid sequence and an MHC pseudo amino acid sequence, predict their binding affinity value. This is MHC class II binding data. (1) The peptide sequence is DPVKLVKMWEDEVKD. The MHC is HLA-DQA10501-DQB10201 with pseudo-sequence HLA-DQA10501-DQB10201. The binding affinity (normalized) is 0.0821. (2) The peptide sequence is SMQKTIPLVALTLTS. The MHC is DRB1_0901 with pseudo-sequence DRB1_0901. The binding affinity (normalized) is 0.594.